Dataset: Catalyst prediction with 721,799 reactions and 888 catalyst types from USPTO. Task: Predict which catalyst facilitates the given reaction. Reactant: C1(P(C2C=CC=CC=2)C2C=CC3C(=CC=CC=3)C=2C2C3C(=CC=CC=3)C=CC=2P(C2C=CC=CC=2)C2C=CC=CC=2)C=CC=CC=1.C(=O)([O-])[O-].[Cs+].[Cs+].[C:53]([N:56]1[C:64]2[C:59](=[CH:60][C:61]([O:66][CH3:67])=[C:62](Br)[CH:63]=2)[CH2:58][CH2:57]1)(=[O:55])[CH3:54].[CH3:68][C@H:69]1[CH2:74][NH:73][CH2:72][C@@H:71]([CH3:75])[NH:70]1. Product: [C:53]([N:56]1[C:64]2[C:59](=[CH:60][C:61]([O:66][CH3:67])=[C:62]([N:73]3[CH2:72][C@H:71]([CH3:75])[NH:70][C@H:69]([CH3:68])[CH2:74]3)[CH:63]=2)[CH2:58][CH2:57]1)(=[O:55])[CH3:54]. The catalyst class is: 167.